From a dataset of Forward reaction prediction with 1.9M reactions from USPTO patents (1976-2016). Predict the product of the given reaction. (1) Given the reactants [N:1]1[C:10]2[C:5](=[CH:6][CH:7]=[CH:8][CH:9]=2)[CH:4]=[CH:3][C:2]=1[N:11]1[CH2:14][CH:13]([C:15]2[C:16]([N:21]3[CH2:25][CH2:24][CH:23]([NH:26]C(=O)OC(C)(C)C)[CH2:22]3)=[N:17][CH:18]=[CH:19][N:20]=2)[CH2:12]1.Cl.C(OCC)C, predict the reaction product. The product is: [N:1]1[C:10]2[C:5](=[CH:6][CH:7]=[CH:8][CH:9]=2)[CH:4]=[CH:3][C:2]=1[N:11]1[CH2:12][CH:13]([C:15]2[C:16]([N:21]3[CH2:25][CH2:24][CH:23]([NH2:26])[CH2:22]3)=[N:17][CH:18]=[CH:19][N:20]=2)[CH2:14]1. (2) Given the reactants [C:1]([O:5][C:6]([NH:8][C@@H:9]([CH2:13][CH2:14][CH2:15][C:16]([O:18][CH3:19])=[O:17])[C:10](O)=[O:11])=[O:7])([CH3:4])([CH3:3])[CH3:2].CCN(CC)CC.ClC(OCC(C)C)=O.[BH4-].[Na+], predict the reaction product. The product is: [C:1]([O:5][C:6]([NH:8][C@H:9]([CH2:10][OH:11])[CH2:13][CH2:14][CH2:15][C:16]([O:18][CH3:19])=[O:17])=[O:7])([CH3:2])([CH3:4])[CH3:3]. (3) The product is: [C:1]([O:5][CH:6]([O:10][C:11]([NH:13][CH2:14][C:15]1([CH2:21][C:22]([OH:24])=[O:23])[CH2:20][CH2:19][CH2:18][CH2:17][CH2:16]1)=[O:12])[CH2:7][CH2:8][CH3:9])(=[O:4])[CH2:2][CH3:3]. Given the reactants [C:1]([O:5][CH:6]([O:10][C:11]([NH:13][CH2:14][C:15]1([CH2:21][C:22]([O:24]CC2C=CC=CC=2)=[O:23])[CH2:20][CH2:19][CH2:18][CH2:17][CH2:16]1)=[O:12])[CH2:7][CH2:8][CH3:9])(=[O:4])[CH2:2][CH3:3], predict the reaction product. (4) The product is: [Cl:1][C:2]1[CH:3]=[CH:4][C:5]([C:8]2[N:9]([S:13]([C:16]3[CH:21]=[CH:20][CH:19]=[CH:18][CH:17]=3)(=[O:15])=[O:14])[CH:10]=[C:11]([C:37]([C:36]3[CH:40]=[C:41]([O:45][CH3:46])[C:42]([O:43][CH3:44])=[C:34]([O:33][CH3:32])[CH:35]=3)=[O:38])[N:12]=2)=[CH:6][CH:7]=1. Given the reactants [Cl:1][C:2]1[CH:7]=[CH:6][C:5]([C:8]2[N:9]([S:13]([C:16]3[CH:21]=[CH:20][CH:19]=[CH:18][CH:17]=3)(=[O:15])=[O:14])[CH:10]=[CH:11][N:12]=2)=[CH:4][CH:3]=1.C([Li])(C)(C)C.CCCCC.[CH3:32][O:33][C:34]1[CH:35]=[C:36]([CH:40]=[C:41]([O:45][CH3:46])[C:42]=1[O:43][CH3:44])[C:37](Cl)=[O:38], predict the reaction product. (5) Given the reactants Cl[C:2]1[C:11]2[C:6](=[CH:7][C:8]([O:12][CH2:13][CH2:14][CH2:15][Cl:16])=[CH:9][CH:10]=2)[N:5]=[CH:4][N:3]=1.[NH2:17][C:18]1[CH:23]=[CH:22][C:21]([CH2:24][CH2:25][NH2:26])=[CH:20][CH:19]=1.C(N(CC)CC)C, predict the reaction product. The product is: [NH2:17][C:18]1[CH:23]=[CH:22][C:21]([CH2:24][CH2:25][NH:26][C:2]2[C:11]3[C:6](=[CH:7][C:8]([O:12][CH2:13][CH2:14][CH2:15][Cl:16])=[CH:9][CH:10]=3)[N:5]=[CH:4][N:3]=2)=[CH:20][CH:19]=1. (6) Given the reactants Br[C:2]([CH3:16])([CH3:15])[C:3]([NH:5][C:6]1[CH:10]=[C:9]([C:11]([CH3:14])([CH3:13])[CH3:12])[O:8][N:7]=1)=[O:4].[Na+].[CH2:18]([S:21]([O-:23])=[O:22])[CH2:19][CH3:20].N1C=CC=CC=1.Cl, predict the reaction product. The product is: [C:11]([C:9]1[O:8][N:7]=[C:6]([NH:5][C:3](=[O:4])[C:2]([CH3:16])([S:21]([CH2:18][CH2:19][CH3:20])(=[O:23])=[O:22])[CH3:15])[CH:10]=1)([CH3:14])([CH3:13])[CH3:12]. (7) Given the reactants C[O:2][C:3](=[O:33])[C:4]1[CH:9]=[CH:8][CH:7]=[CH:6][C:5]=1[NH:10][S:11]([C:14]1[CH:19]=[CH:18][C:17]([NH:20][C:21](=[O:32])[CH2:22][C:23]2[CH:28]=[CH:27][C:26]([O:29][CH2:30][CH3:31])=[CH:25][CH:24]=2)=[CH:16][CH:15]=1)(=[O:13])=[O:12].[OH-].[Li+].Cl, predict the reaction product. The product is: [CH2:30]([O:29][C:26]1[CH:25]=[CH:24][C:23]([CH2:22][C:21]([NH:20][C:17]2[CH:18]=[CH:19][C:14]([S:11]([NH:10][C:5]3[CH:6]=[CH:7][CH:8]=[CH:9][C:4]=3[C:3]([OH:33])=[O:2])(=[O:13])=[O:12])=[CH:15][CH:16]=2)=[O:32])=[CH:28][CH:27]=1)[CH3:31].